From a dataset of Full USPTO retrosynthesis dataset with 1.9M reactions from patents (1976-2016). Predict the reactants needed to synthesize the given product. (1) Given the product [N:2]1[CH:7]=[CH:6][CH:5]=[CH:4][C:3]=1[N:8]([CH2:33][CH2:34][C:35]([O:37][CH2:38][CH3:39])=[O:36])[C:9]([C:11]1[CH:32]=[CH:31][C:14]2[N:15]([CH3:30])[C:16]([CH2:18][N:19]([C:21]3[CH:26]=[CH:25][C:24]([C:27](=[NH:28])[NH:29][C:41]([O:43][CH2:44][CH2:45][CH2:46][CH2:47][CH2:48][CH2:49][CH2:50][CH3:51])=[O:42])=[CH:23][CH:22]=3)[CH3:20])=[N:17][C:13]=2[CH:12]=1)=[O:10], predict the reactants needed to synthesize it. The reactants are: Cl.[N:2]1[CH:7]=[CH:6][CH:5]=[CH:4][C:3]=1[N:8]([CH2:33][CH2:34][C:35]([O:37][CH2:38][CH3:39])=[O:36])[C:9]([C:11]1[CH:32]=[CH:31][C:14]2[N:15]([CH3:30])[C:16]([CH2:18][N:19]([C:21]3[CH:26]=[CH:25][C:24]([C:27](=[NH:29])[NH2:28])=[CH:23][CH:22]=3)[CH3:20])=[N:17][C:13]=2[CH:12]=1)=[O:10].Cl[C:41]([O:43][CH2:44][CH2:45][CH2:46][CH2:47][CH2:48][CH2:49][CH2:50][CH3:51])=[O:42]. (2) The reactants are: [Br:1][CH2:2][C:3](=[O:11])[C:4](=[N:8][O:9][CH3:10])[C:5](O)=[O:6].P(Cl)(Cl)(Cl)(Cl)[Cl:13]. Given the product [Br:1][CH2:2][C:3](=[O:11])[C:4](=[N:8][O:9][CH3:10])[C:5]([Cl:13])=[O:6], predict the reactants needed to synthesize it. (3) Given the product [Cl:2][C:3]1[CH:4]=[C:5]2[C:10](=[CH:11][N:12]=1)[CH2:9][N:8]([C:13]([O:15][C:16]([CH3:19])([CH3:18])[CH3:17])=[O:14])[CH2:7][CH2:6]2, predict the reactants needed to synthesize it. The reactants are: Cl.[Cl:2][C:3]1[CH:4]=[C:5]2[C:10](=[CH:11][N:12]=1)[CH2:9][NH:8][CH2:7][CH2:6]2.[C:13](O[C:13]([O:15][C:16]([CH3:19])([CH3:18])[CH3:17])=[O:14])([O:15][C:16]([CH3:19])([CH3:18])[CH3:17])=[O:14].C(N(CC)CC)C. (4) Given the product [OH:2][C:3]1[N:4]=[CH:5][C:6]([C:9](=[O:11])[CH3:10])=[N:7][CH:8]=1, predict the reactants needed to synthesize it. The reactants are: C[O:2][C:3]1[N:4]=[CH:5][C:6]([C:9](=[O:11])[CH3:10])=[N:7][CH:8]=1.C[S-].[Na+].Cl. (5) Given the product [F:34][C:25]([F:24])([C:28]1[CH:33]=[CH:32][CH:31]=[CH:30][N:29]=1)[CH2:26][NH:27][C:13](=[O:15])[CH2:12][N:7]1[C:8]([CH3:11])=[CH:9][N:10]=[C:5]([NH:4][CH2:3][C:2]([F:1])([F:23])[C:17]2[CH:22]=[CH:21][CH:20]=[CH:19][N:18]=2)[C:6]1=[O:16], predict the reactants needed to synthesize it. The reactants are: [F:1][C:2]([F:23])([C:17]1[CH:22]=[CH:21][CH:20]=[CH:19][N:18]=1)[CH2:3][NH:4][C:5]1[C:6](=[O:16])[N:7]([CH2:12][C:13]([OH:15])=O)[C:8]([CH3:11])=[CH:9][N:10]=1.[F:24][C:25]([F:34])([C:28]1[CH:33]=[CH:32][CH:31]=[CH:30][N:29]=1)[CH2:26][NH2:27].